From a dataset of Full USPTO retrosynthesis dataset with 1.9M reactions from patents (1976-2016). Predict the reactants needed to synthesize the given product. (1) Given the product [F:21][C:19]1[CH:18]=[C:4]([CH:3]=[C:2]([F:1])[CH:20]=1)[CH2:5][NH:6][C:7]([C:8]1[CH2:22][N:23]([CH2:24][CH2:25][N:26]2[CH2:31][CH2:30][O:29][CH2:28][CH2:27]2)[C:13](=[O:14])[C:9]=1[OH:10])=[O:17], predict the reactants needed to synthesize it. The reactants are: [F:1][C:2]1[CH:3]=[C:4]([CH:18]=[C:19]([F:21])[CH:20]=1)[CH2:5][NH:6][C:7](=[O:17])[CH:8]=[C:9]1[C:13](=[O:14])OC(C)(C)[O:10]1.[CH2:22]=[N:23][CH2:24][CH2:25][N:26]1[CH2:31][CH2:30][O:29][CH2:28][CH2:27]1.CO. (2) Given the product [CH2:30]([N:10]1[C:9]2[CH:8]=[C:7]([C:6]3[C:2]([CH3:1])=[N:3][O:4][C:5]=3[CH3:26])[CH:19]=[C:18]([C:20]([O:22][CH3:23])=[O:21])[C:17]=2[C:16]2[C:11]1=[CH:12][CH:13]=[C:14]([O:24][CH3:25])[CH:15]=2)[C:31]1[CH:36]=[CH:35][CH:34]=[CH:33][CH:32]=1, predict the reactants needed to synthesize it. The reactants are: [CH3:1][C:2]1[C:6]([C:7]2[CH:19]=[C:18]([C:20]([O:22][CH3:23])=[O:21])[C:17]3[C:16]4[C:11](=[CH:12][CH:13]=[C:14]([O:24][CH3:25])[CH:15]=4)[NH:10][C:9]=3[CH:8]=2)=[C:5]([CH3:26])[O:4][N:3]=1.[H-].[Na+].Br[CH2:30][C:31]1[CH:36]=[CH:35][CH:34]=[CH:33][CH:32]=1. (3) Given the product [CH2:1]([C:3]1[N:7]([C:8]2[N:16]=[C:15]3[C:11]([N:12]=[C:13]([C:18]4([O:22][CH3:23])[CH2:21][N:20]([CH:37]5[CH2:38][CH2:39][O:34][CH2:35][CH2:36]5)[CH2:19]4)[N:14]3[CH3:17])=[C:10]([N:24]3[CH2:29][CH2:28][O:27][CH2:26][CH2:25]3)[N:9]=2)[C:6]2[CH:30]=[CH:31][CH:32]=[CH:33][C:5]=2[N:4]=1)[CH3:2], predict the reactants needed to synthesize it. The reactants are: [CH2:1]([C:3]1[N:7]([C:8]2[N:16]=[C:15]3[C:11]([N:12]=[C:13]([C:18]4([O:22][CH3:23])[CH2:21][NH:20][CH2:19]4)[N:14]3[CH3:17])=[C:10]([N:24]3[CH2:29][CH2:28][O:27][CH2:26][CH2:25]3)[N:9]=2)[C:6]2[CH:30]=[CH:31][CH:32]=[CH:33][C:5]=2[N:4]=1)[CH3:2].[O:34]1[CH2:39][CH2:38][C:37](=O)[CH2:36][CH2:35]1.CC(O)=O.C(O[BH-](OC(=O)C)OC(=O)C)(=O)C.[Na+]. (4) Given the product [C:32]([OH:33])(=[O:44])[CH3:5].[C:46]([OH:47])(=[O:49])[CH3:2].[C:43]([OH:44])(=[O:19])[CH3:42].[NH2:1][C:2]1[C:7]2[C:8]([C:11]3[CH:16]=[CH:15][C:14]([NH:17][C:18]([C:20]4[N:21]([CH3:29])[C:22]5[C:27]([CH:28]=4)=[CH:26][CH:25]=[CH:24][CH:23]=5)=[O:19])=[C:13]([O:30][CH3:31])[CH:12]=3)=[CH:9][S:10][C:6]=2[C:5]([C:32]([NH:34][CH2:35][CH:36]2[CH2:40][CH2:39][CH2:38][N:37]2[CH2:42][C:43]([NH2:45])=[O:44])=[O:33])=[CH:4][N:3]=1, predict the reactants needed to synthesize it. The reactants are: [NH2:1][C:2]1[C:7]2[C:8]([C:11]3[CH:16]=[CH:15][C:14]([NH:17][C:18]([C:20]4[N:21]([CH3:29])[C:22]5[C:27]([CH:28]=4)=[CH:26][CH:25]=[CH:24][CH:23]=5)=[O:19])=[C:13]([O:30][CH3:31])[CH:12]=3)=[CH:9][S:10][C:6]=2[C:5]([C:32]([NH:34][CH2:35][CH:36]2[CH2:40][CH2:39][CH2:38][NH:37]2)=[O:33])=[CH:4][N:3]=1.Br[CH2:42][C:43]([NH2:45])=[O:44].[C:46](=[O:49])([O-])[O-:47].[K+].[K+]. (5) The reactants are: [CH3:1][O:2][C:3](=[O:13])[CH:4](Br)[C:5]1[CH:10]=[CH:9][CH:8]=[C:7]([F:11])[CH:6]=1.CCN(C(C)C)C(C)C.[NH2:23][C:24]1[CH:29]=[CH:28][CH:27]=[CH:26][CH:25]=1. Given the product [CH3:1][O:2][C:3](=[O:13])[CH:4]([C:5]1[CH:10]=[CH:9][CH:8]=[C:7]([F:11])[CH:6]=1)[NH:23][C:24]1[CH:29]=[CH:28][CH:27]=[CH:26][CH:25]=1, predict the reactants needed to synthesize it. (6) Given the product [C:1]([O:5][C:6](=[O:13])[NH:7][C@H:8]1[CH2:12][CH2:11][N:10]([CH2:21][CH:20]([C:14]2[CH:19]=[CH:18][CH:17]=[CH:16][CH:15]=2)[C:23]2[CH:28]=[CH:27][CH:26]=[CH:25][CH:24]=2)[CH2:9]1)([CH3:4])([CH3:2])[CH3:3], predict the reactants needed to synthesize it. The reactants are: [C:1]([O:5][C:6](=[O:13])[NH:7][C@H:8]1[CH2:12][CH2:11][NH:10][CH2:9]1)([CH3:4])([CH3:3])[CH3:2].[C:14]1([CH:20]([C:23]2[CH:28]=[CH:27][CH:26]=[CH:25][CH:24]=2)[CH:21]=O)[CH:19]=[CH:18][CH:17]=[CH:16][CH:15]=1.